From a dataset of Forward reaction prediction with 1.9M reactions from USPTO patents (1976-2016). Predict the product of the given reaction. (1) The product is: [O:23]1[CH2:24][CH2:25][CH2:26][CH:22]1[CH2:21][NH:20][C:2]1[CH:7]=[CH:6][C:5]([C:8]2[O:9][C:10]3[CH:16]=[CH:15][CH:14]=[CH:13][C:11]=3[N:12]=2)=[CH:4][C:3]=1[NH2:17]. Given the reactants F[C:2]1[CH:7]=[CH:6][C:5]([C:8]2[O:9][C:10]3[CH:16]=[CH:15][CH:14]=[CH:13][C:11]=3[N:12]=2)=[CH:4][C:3]=1[N+:17]([O-])=O.[NH2:20][CH2:21][CH:22]1[CH2:26][CH2:25][CH2:24][O:23]1.O.[H][H], predict the reaction product. (2) Given the reactants [NH2:1][C:2]1[CH:11]=[C:10]([O:12][CH3:13])[CH:9]=[CH:8][C:3]=1[C:4]([O:6][CH3:7])=[O:5].[Br:14]Br, predict the reaction product. The product is: [NH2:1][C:2]1[CH:11]=[C:10]([O:12][CH3:13])[C:9]([Br:14])=[CH:8][C:3]=1[C:4]([O:6][CH3:7])=[O:5].[BrH:14].